This data is from Reaction yield outcomes from USPTO patents with 853,638 reactions. The task is: Predict the reaction yield, written as a fraction of the theoretical maximum amount of product (1.0 means a 100% yield; for example, 0.34 means a 34% yield). (1) The reactants are Cl.[CH2:2]([O:4][C:5]([C:7]1[CH:8]=[N:9][N:10]([C:12](=[NH:14])[NH2:13])[CH:11]=1)=[O:6])[CH3:3].Cl[C:16]1[C:25](Cl)=[N:24][C:23]2[C:18](=[CH:19][CH:20]=[CH:21][CH:22]=2)[N:17]=1.C([O-])([O-])=O.[Cs+].[Cs+].Cl. The catalyst is CN(C=O)C.O. The product is [CH2:2]([O:4][C:5]([C:7]1[CH:8]=[N:9][N:10]([C:12]2[NH:13][C:16]3=[N:17][C:18]4[C:23]([N:24]=[C:25]3[N:14]=2)=[CH:22][CH:21]=[CH:20][CH:19]=4)[CH:11]=1)=[O:6])[CH3:3]. The yield is 0.430. (2) The reactants are [NH2:1][C:2]1[CH:3]=[C:4]([C:11]2[CH:12]=[N:13][CH:14]=[CH:15][CH:16]=2)[C:5]2[O:9][CH2:8][CH2:7][C:6]=2[CH:10]=1.C(N(CC)CC)C.Cl[C:25]([O:27][C:28]1[CH:33]=[CH:32][CH:31]=[CH:30][CH:29]=1)=[O:26]. No catalyst specified. The product is [N:13]1[CH:14]=[CH:15][CH:16]=[C:11]([C:4]2[C:5]3[O:9][CH2:8][CH2:7][C:6]=3[CH:10]=[C:2]([NH:1][C:25](=[O:26])[O:27][C:28]3[CH:33]=[CH:32][CH:31]=[CH:30][CH:29]=3)[CH:3]=2)[CH:12]=1. The yield is 0.970. (3) The reactants are [OH:1][CH2:2][C:3]1[CH:11]=[CH:10][C:6]([C:7]([OH:9])=[O:8])=[CH:5][CH:4]=1.[CH3:12][O:13][C:14]1[CH:35]=[CH:34][C:17]([C:18](Cl)([C:27]2[CH:32]=[CH:31][CH:30]=[CH:29][CH:28]=2)[C:19]2[CH:24]=[CH:23][C:22]([O:25][CH3:26])=[CH:21][CH:20]=2)=[CH:16][CH:15]=1.[N:36]1[CH:41]=[CH:40]C=[CH:38][CH:37]=1. No catalyst specified. The product is [CH3:26][O:25][C:22]1[CH:21]=[CH:20][C:19]([C:18]([O:1][CH2:2][C:3]2[CH:4]=[CH:5][C:6]([C:7]([O-:9])=[O:8])=[CH:10][CH:11]=2)([C:27]2[CH:28]=[CH:29][CH:30]=[CH:31][CH:32]=2)[C:17]2[CH:34]=[CH:35][C:14]([O:13][CH3:12])=[CH:15][CH:16]=2)=[CH:24][CH:23]=1.[CH2:37]([NH+:36]([CH2:11][CH3:3])[CH2:41][CH3:40])[CH3:38]. The yield is 1.00. (4) The reactants are O.[CH3:2][C:3]1[C:4]([CH2:22][S:23][C:24]2[NH:28][C:27]3[CH:29]=[CH:30][CH:31]=[CH:32][C:26]=3[N:25]=2)=[N:5][CH:6]=[CH:7][C:8]=1[O:9][CH2:10][CH:11]1[CH2:16][O:15][C:14]2([CH2:21][CH2:20][O:19][CH2:18][CH2:17]2)[O:13][CH2:12]1.C(N(CC)C(C)C)(C)C.[O-]O.C1(C(C)C)C=CC=CC=1.C(=O)([O-])[OH:54].[Na+]. The catalyst is CC(C)[O-].[Ti+4].CC(C)[O-].CC(C)[O-].CC(C)[O-].C1(C)C=CC=CC=1. The product is [CH3:2][C:3]1[C:4]([CH2:22][S:23]([C:24]2[NH:25][C:26]3[CH:32]=[CH:31][CH:30]=[CH:29][C:27]=3[N:28]=2)=[O:54])=[N:5][CH:6]=[CH:7][C:8]=1[O:9][CH2:10][CH:11]1[CH2:16][O:15][C:14]2([CH2:17][CH2:18][O:19][CH2:20][CH2:21]2)[O:13][CH2:12]1. The yield is 0.824. (5) The reactants are [Cl:1][C:2]1[CH:7]=[CH:6][C:5]([C:8]2([NH2:16])[CH2:13][CH2:12][NH:11][CH2:10][C:9]2([CH3:15])[CH3:14])=[CH:4][CH:3]=1.[NH:17]([C:25]([O:27][C:28]([CH3:31])([CH3:30])[CH3:29])=[O:26])[C@@H:18]([C:22](O)=[O:23])[CH:19]([CH3:21])[CH3:20].C1C=CC2N(O)N=NC=2C=1.C(N(CC)CC)C.C(Cl)CCl. The catalyst is ClCCl. The product is [NH2:16][C:8]1([C:5]2[CH:6]=[CH:7][C:2]([Cl:1])=[CH:3][CH:4]=2)[CH2:13][CH2:12][N:11]([C:22](=[O:23])[C@H:18]([NH:17][C:25](=[O:26])[O:27][C:28]([CH3:31])([CH3:30])[CH3:29])[CH:19]([CH3:21])[CH3:20])[CH2:10][C:9]1([CH3:14])[CH3:15]. The yield is 0.940. (6) The reactants are CC1(C)C(C)(C)OB([C:9]2[CH:10]=[N:11][C:12]([NH2:15])=[N:13][CH:14]=2)O1.Cl[C:18]1[N:23]=[C:22]([N:24]2[CH2:29][CH2:28][O:27][CH2:26][CH2:25]2)[N:21]=[C:20]([N:30]([CH3:37])[CH:31]2[CH2:36][CH2:35][O:34][CH2:33][CH2:32]2)[CH:19]=1.C([O-])([O-])=O.[Na+].[Na+]. The catalyst is C1COCC1.C1C=CC(P(C2C=CC=CC=2)[C-]2C=CC=C2)=CC=1.C1C=CC(P(C2C=CC=CC=2)[C-]2C=CC=C2)=CC=1.Cl[Pd]Cl.[Fe+2]. The product is [CH3:37][N:30]([CH:31]1[CH2:36][CH2:35][O:34][CH2:33][CH2:32]1)[C:20]1[N:21]=[C:22]([N:24]2[CH2:25][CH2:26][O:27][CH2:28][CH2:29]2)[N:23]=[C:18]([C:9]2[CH:14]=[N:13][C:12]([NH2:15])=[N:11][CH:10]=2)[CH:19]=1. The yield is 0.320. (7) The reactants are [NH:1]1[C:9]2[C:4](=[CH:5][C:6]([C:10]3[C:14]4[C:15]([NH2:19])=[N:16][CH:17]=[CH:18][C:13]=4[O:12][CH:11]=3)=[CH:7][CH:8]=2)[CH2:3][CH2:2]1.[Cl:20][C:21]1[CH:22]=[C:23]([CH2:27][C:28](O)=[O:29])[CH:24]=[CH:25][CH:26]=1.CN(C(ON1N=NC2C=CC=NC1=2)=[N+](C)C)C.F[P-](F)(F)(F)(F)F.CCN(C(C)C)C(C)C. The catalyst is CN(C)C=O.CCOC(C)=O.O. The product is [Cl:20][C:21]1[CH:22]=[C:23]([CH2:27][C:28]([N:1]2[C:9]3[C:4](=[CH:5][C:6]([C:10]4[C:14]5[C:15]([NH2:19])=[N:16][CH:17]=[CH:18][C:13]=5[O:12][CH:11]=4)=[CH:7][CH:8]=3)[CH2:3][CH2:2]2)=[O:29])[CH:24]=[CH:25][CH:26]=1. The yield is 0.674. (8) The reactants are [Cl:1][C:2]1[CH:10]=[CH:9][C:8]2[NH:7][C:6]3[CH2:11][CH2:12][N:13]([CH3:15])[CH2:14][C:5]=3[C:4]=2[CH:3]=1.[OH-].[K+].[CH2:18]([C:21]1[CH:26]=[CH:25][C:24]([CH:27]=[CH2:28])=[CH:23][N:22]=1)[CH2:19][CH3:20]. The catalyst is CN1CCCC1=O.O. The product is [Cl:1][C:2]1[CH:10]=[CH:9][C:8]2[N:7]([CH2:28][CH2:27][C:24]3[CH:23]=[N:22][C:21]([CH2:18][CH2:19][CH3:20])=[CH:26][CH:25]=3)[C:6]3[CH2:11][CH2:12][N:13]([CH3:15])[CH2:14][C:5]=3[C:4]=2[CH:3]=1. The yield is 0.0960. (9) The reactants are [CH3:1][O:2][C:3]([C:5]1([O:8][C:9]2[CH:14]=[CH:13][C:12]([N+:15]([O-])=O)=[C:11]([F:18])[CH:10]=2)[CH2:7][CH2:6]1)=[O:4].C(OCC)(=O)C. The catalyst is C(O)C. The product is [CH3:1][O:2][C:3]([C:5]1([O:8][C:9]2[CH:14]=[CH:13][C:12]([NH2:15])=[C:11]([F:18])[CH:10]=2)[CH2:7][CH2:6]1)=[O:4]. The yield is 0.980.